This data is from Full USPTO retrosynthesis dataset with 1.9M reactions from patents (1976-2016). The task is: Predict the reactants needed to synthesize the given product. (1) Given the product [CH3:37][O:38][C:39](=[O:48])[CH2:40][C:41]1[CH:42]=[N:43][CH:44]=[C:45]([C:18]2[CH:19]=[CH:20][C:15]([C:12]([CH2:13][CH3:14])([C:9]3[CH:10]=[CH:11][C:6]([CH2:5][CH2:4][C:3]([CH2:34][CH3:35])([OH:36])[CH2:1][CH3:2])=[C:7]([CH3:33])[CH:8]=3)[CH2:31][CH3:32])=[CH:16][C:17]=2[CH3:30])[CH:46]=1, predict the reactants needed to synthesize it. The reactants are: [CH2:1]([C:3]([OH:36])([CH2:34][CH3:35])[CH2:4][CH2:5][C:6]1[CH:11]=[CH:10][C:9]([C:12]([CH2:31][CH3:32])([C:15]2[CH:20]=[CH:19][C:18](B3OC(C)(C)C(C)(C)O3)=[C:17]([CH3:30])[CH:16]=2)[CH2:13][CH3:14])=[CH:8][C:7]=1[CH3:33])[CH3:2].[CH3:37][O:38][C:39](=[O:48])[CH2:40][C:41]1[CH:42]=[N:43][CH:44]=[C:45](Br)[CH:46]=1.P([O-])([O-])([O-])=O.[K+].[K+].[K+]. (2) Given the product [Cl:23][CH2:24][CH2:25][C@@H:26]([C:28]1[CH:33]=[C:32]([F:34])[CH:31]=[C:30]([Cl:35])[CH:29]=1)[OH:27], predict the reactants needed to synthesize it. The reactants are: B1(C)OC(C2C=CC=CC=2)(C2C=CC=CC=2)[C@@H]2N1CCC2.B.[Cl:23][CH2:24][CH2:25][C:26]([C:28]1[CH:33]=[C:32]([F:34])[CH:31]=[C:30]([Cl:35])[CH:29]=1)=[O:27].Cl.